This data is from Full USPTO retrosynthesis dataset with 1.9M reactions from patents (1976-2016). The task is: Predict the reactants needed to synthesize the given product. (1) The reactants are: [CH3:1]C1(C)CCCC(C)(C)N1.C(=O)=O.[Li]CCCC.[Cl:19][C:20]1[CH:21]=[C:22]([CH:26]=[CH:27][N:28]=1)[C:23]([OH:25])=[O:24].C=O. Given the product [Cl:19][C:20]1[C:21]2[CH2:1][O:24][C:23](=[O:25])[C:22]=2[CH:26]=[CH:27][N:28]=1, predict the reactants needed to synthesize it. (2) Given the product [C:31]([O:28][CH:26]([C:23]1[CH:22]=[C:21]([C:19](=[O:20])[NH:18][C@@H:16]([CH3:17])[CH2:15][N:12]2[CH:13]=[CH:14][C:10]([C:4]3[CH:5]=[CH:6][C:7]([C:8]#[N:9])=[C:2]([Cl:1])[CH:3]=3)=[N:11]2)[NH:25][N:24]=1)[CH3:27])(=[O:32])[C:30]([CH3:41])([CH3:40])[CH3:29], predict the reactants needed to synthesize it. The reactants are: [Cl:1][C:2]1[CH:3]=[C:4]([C:10]2[CH:14]=[CH:13][N:12]([CH2:15][C@@H:16]([NH:18][C:19]([C:21]3[NH:25][N:24]=[C:23]([CH:26]([OH:28])[CH3:27])[CH:22]=3)=[O:20])[CH3:17])[N:11]=2)[CH:5]=[CH:6][C:7]=1[C:8]#[N:9].[CH3:29][C:30]([CH3:41])([CH3:40])[C:31](O[C:31](=[O:32])[C:30]([CH3:41])([CH3:40])[CH3:29])=[O:32]. (3) Given the product [C@H:1]1([NH:10][C:11]2[CH:20]=[CH:19][C:18]3[C:13](=[CH:14][CH:15]=[CH:16][C:17]=3[NH:21][S:30]([NH:29][C:26]3[CH:25]=[CH:24][C:23]([F:22])=[CH:28][CH:27]=3)(=[O:31])=[O:32])[N:12]=2)[C:9]2[C:4](=[CH:5][CH:6]=[CH:7][CH:8]=2)[CH2:3][CH2:2]1, predict the reactants needed to synthesize it. The reactants are: [C@H:1]1([NH:10][C:11]2[CH:20]=[CH:19][C:18]3[C:17]([NH2:21])=[CH:16][CH:15]=[CH:14][C:13]=3[N:12]=2)[C:9]2[C:4](=[CH:5][CH:6]=[CH:7][CH:8]=2)[CH2:3][CH2:2]1.[F:22][C:23]1[CH:28]=[CH:27][C:26]([NH:29][S:30](Cl)(=[O:32])=[O:31])=[CH:25][CH:24]=1.